From a dataset of Full USPTO retrosynthesis dataset with 1.9M reactions from patents (1976-2016). Predict the reactants needed to synthesize the given product. (1) Given the product [Cl:1][C:2]1[C:11]2[C:6](=[N:7][CH:8]=[C:9]([Cl:12])[CH:10]=2)[NH:5][C:4](=[O:22])[C:3]=1[C:23]#[N:24], predict the reactants needed to synthesize it. The reactants are: [Cl:1][C:2]1[C:11]2[C:6](=[N:7][CH:8]=[C:9]([Cl:12])[CH:10]=2)[N:5](CC2C=CC(OC)=CC=2)[C:4](=[O:22])[C:3]=1[C:23]#[N:24]. (2) Given the product [NH2:25][C:23](=[O:24])[CH2:22][C:14]1[C:15]2[C:20](=[CH:19][CH:18]=[CH:17][CH:16]=2)[CH:21]=[C:12]([N:11]2[C:7]([NH:6][C:30](=[O:31])[O:32][CH2:33][C:34]([Cl:37])([Cl:36])[Cl:35])=[CH:8][C:9]([C:26]([CH3:29])([CH3:28])[CH3:27])=[N:10]2)[CH:13]=1, predict the reactants needed to synthesize it. The reactants are: C(=O)(O)[O-].[Na+].[NH2:6][C:7]1[N:11]([C:12]2[CH:13]=[C:14]([CH2:22][C:23]([NH2:25])=[O:24])[C:15]3[C:20]([CH:21]=2)=[CH:19][CH:18]=[CH:17][CH:16]=3)[N:10]=[C:9]([C:26]([CH3:29])([CH3:28])[CH3:27])[CH:8]=1.[C:30](Cl)([O:32][CH2:33][C:34]([Cl:37])([Cl:36])[Cl:35])=[O:31]. (3) The reactants are: C([N:3]([CH2:13][CH3:14])[C:4](=[O:12])[C:5]1[CH:10]=[CH:9][CH:8]=[CH:7][C:6]=1[CH3:11])C.[N:15]1([CH2:21][CH2:22]CC#N)[CH2:20][CH2:19][CH2:18][CH2:17][CH2:16]1. Given the product [N:15]1([CH2:21][CH2:22][CH2:14][C:13]2[NH:3][C:4](=[O:12])[C:5]3[C:6]([CH:11]=2)=[CH:7][CH:8]=[CH:9][CH:10]=3)[CH2:20][CH2:19][CH2:18][CH2:17][CH2:16]1, predict the reactants needed to synthesize it. (4) Given the product [N:28]([C@H:5]1[C:4]2[C:9](=[C:10]([Br:12])[CH:11]=[C:2]([Br:1])[CH:3]=2)[O:8][CH2:7][CH2:6]1)=[N+:29]=[N-:30], predict the reactants needed to synthesize it. The reactants are: [Br:1][C:2]1[CH:3]=[C:4]2[C:9](=[C:10]([Br:12])[CH:11]=1)[O:8][CH2:7][CH2:6][C@@H:5]2O.C1(P([N:28]=[N+:29]=[N-:30])(C2C=CC=CC=2)=O)C=CC=CC=1.N12CCCN=C1CCCCC2.